Dataset: Forward reaction prediction with 1.9M reactions from USPTO patents (1976-2016). Task: Predict the product of the given reaction. (1) Given the reactants ClC1N=C(Cl)C=CC=1C(N)=O.CC1(C)C(C)(C)OB([C:20]2[CH2:25][CH2:24][N:23]([C:26]([O:28]C(C)(C)C)=O)[CH2:22][CH:21]=2)O1.NC1C=[CH:39][C:38]([C:41]([N:43]2[CH2:48][CH2:47][CH2:46][CH2:45][CH2:44]2)=[O:42])=CC=1.C(O)(=O)C=C.[C:54]([C:57]1[CH:58]=[CH:59][C:60](C2CCN(C(OC(C)(C)C)=O)CC=2)=[N:61][C:62]=1[NH:63][C:64]1[CH:69]=[CH:68][C:67](CCN2CCCC2)=[CH:66][CH:65]=1)(=[O:56])[NH2:55].O(C1C=C(C=CC=1)OC1N=CC(C2CCNCC2)=CC=1C(N)=O)C1C=CC=CC=1, predict the reaction product. The product is: [C:41]([N:43]1[CH2:44][CH:45]=[C:46]([C:60]2[CH:59]=[CH:58][C:57]([C:54]([NH2:55])=[O:56])=[C:62]([NH:63][C:64]3[CH:69]=[CH:68][C:67]([C:26]([N:23]4[CH2:22][CH2:21][CH2:20][CH2:25][CH2:24]4)=[O:28])=[CH:66][CH:65]=3)[N:61]=2)[CH2:47][CH2:48]1)(=[O:42])[CH:38]=[CH2:39]. (2) The product is: [CH2:1]([NH:8][C:9]([N:23]1[CH2:24][CH2:25][C:20]2[C:19](=[O:26])[O:18][C:17]([CH2:27][C:28]([CH3:30])([CH3:29])[CH3:31])([C:11]3[CH:16]=[CH:15][CH:14]=[CH:13][CH:12]=3)[C:21]=2[CH2:22]1)=[O:10])[C:2]1[CH:7]=[CH:6][CH:5]=[CH:4][CH:3]=1. Given the reactants [CH2:1]([N:8]=[C:9]=[O:10])[C:2]1[CH:7]=[CH:6][CH:5]=[CH:4][CH:3]=1.[C:11]1([C:17]2([CH2:27][C:28]([CH3:31])([CH3:30])[CH3:29])[C:21]3[CH2:22][NH:23][CH2:24][CH2:25][C:20]=3[C:19](=[O:26])[O:18]2)[CH:16]=[CH:15][CH:14]=[CH:13][CH:12]=1, predict the reaction product. (3) Given the reactants C([O:8][CH2:9][CH2:10][O:11][C:12]1[CH:17]=[CH:16][C:15]([CH:18]2[CH2:23][CH2:22][CH2:21][CH2:20][CH2:19]2)=[CH:14][CH:13]=1)C1C=CC=CC=1, predict the reaction product. The product is: [OH:8][CH2:9][CH2:10][O:11][C:12]1[CH:13]=[CH:14][C:15]([CH:18]2[CH2:23][CH2:22][CH2:21][CH2:20][CH2:19]2)=[CH:16][CH:17]=1. (4) Given the reactants Cl.C[O:3][C:4](=[O:39])[C:5]1[CH:10]=[CH:9][C:8]([CH2:11][O:12][C:13]2[CH:18]=[CH:17][C:16]([CH2:19][C@H:20]([NH2:38])[C:21]3[N:22]([CH2:34][CH2:35][CH2:36][CH3:37])[CH:23]=[C:24]([C:26]4[CH:31]=[CH:30][C:29]([Cl:32])=[CH:28][C:27]=4[Cl:33])[N:25]=3)=[CH:15][CH:14]=2)=[CH:7][CH:6]=1.[CH:40]1([C:43](O)=[O:44])[CH2:42][CH2:41]1, predict the reaction product. The product is: [CH2:34]([N:22]1[CH:23]=[C:24]([C:26]2[CH:31]=[CH:30][C:29]([Cl:32])=[CH:28][C:27]=2[Cl:33])[N:25]=[C:21]1[C@@H:20]([NH:38][C:43]([CH:40]1[CH2:42][CH2:41]1)=[O:44])[CH2:19][C:16]1[CH:15]=[CH:14][C:13]([O:12][CH2:11][C:8]2[CH:9]=[CH:10][C:5]([C:4]([OH:3])=[O:39])=[CH:6][CH:7]=2)=[CH:18][CH:17]=1)[CH2:35][CH2:36][CH3:37]. (5) Given the reactants [N:1]1([C:12]([O:14][C:15]([CH3:18])([CH3:17])[CH3:16])=[O:13])[CH2:6][CH2:5][CH:4]([C:7]([O:9][CH2:10][CH3:11])=[O:8])[CH2:3][CH2:2]1.C[Si]([N-][Si](C)(C)C)(C)C.[Li+].[Br:29][C:30]1[N:34]([C:35]([CH3:38])([CH3:37])[CH3:36])[N:33]=[CH:32][C:31]=1[CH2:39]Br, predict the reaction product. The product is: [Br:29][C:30]1[N:34]([C:35]([CH3:37])([CH3:36])[CH3:38])[N:33]=[CH:32][C:31]=1[CH2:39][C:4]1([C:7]([O:9][CH2:10][CH3:11])=[O:8])[CH2:3][CH2:2][N:1]([C:12]([O:14][C:15]([CH3:17])([CH3:16])[CH3:18])=[O:13])[CH2:6][CH2:5]1.